This data is from Reaction yield outcomes from USPTO patents with 853,638 reactions. The task is: Predict the reaction yield, written as a fraction of the theoretical maximum amount of product (1.0 means a 100% yield; for example, 0.34 means a 34% yield). (1) The reactants are C1(P(C2C=CC=CC=2)C2C=CC3C(=CC=CC=3)C=2C2C3C(=CC=CC=3)C=CC=2P(C2C=CC=CC=2)C2C=CC=CC=2)C=CC=CC=1.C(=O)([O-])[O-].[Cs+].[Cs+].[C:53]1([S:59]([C:62]2[CH:63]=[C:64](Br)[CH:65]=[CH:66][CH:67]=2)(=[O:61])=[O:60])[CH:58]=[CH:57][CH:56]=[CH:55][CH:54]=1.[C:69]([O:73][C:74]([N:76]1[CH2:81][CH2:80][NH:79][CH2:78][CH2:77]1)=[O:75])([CH3:72])([CH3:71])[CH3:70]. The product is [C:53]1([S:59]([C:62]2[CH:63]=[C:64]([N:79]3[CH2:78][CH2:77][N:76]([C:74]([O:73][C:69]([CH3:72])([CH3:71])[CH3:70])=[O:75])[CH2:81][CH2:80]3)[CH:65]=[CH:66][CH:67]=2)(=[O:61])=[O:60])[CH:58]=[CH:57][CH:56]=[CH:55][CH:54]=1. The catalyst is O1CCOCC1. The yield is 0.710. (2) The reactants are [NH2:1][C:2]1[CH:7]=[C:6]([Cl:8])[CH:5]=[C:4]([N+:9]([O-:11])=[O:10])[C:3]=1[OH:12].[C:13](N1C=CN=C1)(N1C=CN=C1)=[O:14]. The catalyst is C(OCC)(=O)C. The product is [Cl:8][C:6]1[CH:5]=[C:4]([N+:9]([O-:11])=[O:10])[C:3]2[O:12][C:13](=[O:14])[NH:1][C:2]=2[CH:7]=1. The yield is 0.800. (3) The reactants are [F:1][C:2]1[CH:3]=[C:4]([CH2:12][C:13]([OH:15])=[O:14])[CH:5]=[CH:6][C:7]=1[C:8]([F:11])([F:10])[F:9].[CH3:16]O. The catalyst is S(=O)(=O)(O)O. The yield is 0.970. The product is [CH3:16][O:14][C:13](=[O:15])[CH2:12][C:4]1[CH:5]=[CH:6][C:7]([C:8]([F:11])([F:10])[F:9])=[C:2]([F:1])[CH:3]=1. (4) The reactants are Br[C:2]1[CH:3]=[C:4]([C:8]2([C:20]3[CH:25]=[CH:24][N:23]=[C:22]([CH3:26])[CH:21]=3)[C:16]3[C:11](=[C:12]([F:18])[CH:13]=[C:14]([Cl:17])[CH:15]=3)[C:10]([NH2:19])=[N:9]2)[CH:5]=[CH:6][CH:7]=1.[N:27]1[CH:32]=[C:31](B(O)O)[CH:30]=[N:29][CH:28]=1.C(=O)([O-])[O-].[K+].[K+]. The catalyst is CN(C=O)C.O.C1C=CC(P(C2C=CC=CC=2)[C-]2C=CC=C2)=CC=1.C1C=CC(P(C2C=CC=CC=2)[C-]2C=CC=C2)=CC=1.Cl[Pd]Cl.[Fe+2]. The product is [Cl:17][C:14]1[CH:15]=[C:16]2[C:11]([C:10]([NH2:19])=[N:9][C:8]2([C:20]2[CH:25]=[CH:24][N:23]=[C:22]([CH3:26])[CH:21]=2)[C:4]2[CH:5]=[CH:6][CH:7]=[C:2]([C:31]3[CH:32]=[N:27][CH:28]=[N:29][CH:30]=3)[CH:3]=2)=[C:12]([F:18])[CH:13]=1. The yield is 0.310. (5) The reactants are Cl[C:2]1[N:3]=[C:4]([N:13]2[CH2:18][CH2:17][N:16]([C:19](=[O:27])[CH2:20][C:21]3[CH:26]=[CH:25][CH:24]=[CH:23][CH:22]=3)[CH2:15][CH2:14]2)[C:5]2[CH:10]=[C:9]([CH2:11][CH3:12])[S:8][C:6]=2[N:7]=1.[CH2:28]([SH:31])[CH:29]=[CH2:30]. The catalyst is CN(C=O)C. The product is [CH2:28]([S:31][C:2]1[N:3]=[C:4]([N:13]2[CH2:18][CH2:17][N:16]([C:19](=[O:27])[CH2:20][C:21]3[CH:26]=[CH:25][CH:24]=[CH:23][CH:22]=3)[CH2:15][CH2:14]2)[C:5]2[CH:10]=[C:9]([CH2:11][CH3:12])[S:8][C:6]=2[N:7]=1)[CH:29]=[CH2:30]. The yield is 0.700. (6) The reactants are F[C:2]1[CH:3]=[C:4]([C:34]2[C:35]([C:40]#[N:41])=[CH:36][CH:37]=[CH:38][CH:39]=2)[CH:5]=[CH:6][C:7]=1[CH2:8][C:9]1[C:10](=[O:33])[N:11]([C@H:21]2[CH2:26][CH2:25][C@H:24]([O:27][CH:28]([CH:30]3[CH2:32][O:31]3)[CH3:29])[CH2:23][CH2:22]2)[C:12]2[N:13]([N:18]=[CH:19][N:20]=2)[C:14]=1[CH2:15][CH2:16][CH3:17].CCCC[N+](CCCC)(CCCC)CCCC.[FH:59].[FH:60].[F-]. The catalyst is ClC1C=CC=CC=1. The product is [F:59][C:2]1[CH:3]=[C:4]([C:34]2[C:35]([C:40]#[N:41])=[CH:36][CH:37]=[CH:38][CH:39]=2)[CH:5]=[CH:6][C:7]=1[CH2:8][C:9]1[C:10](=[O:33])[N:11]([C@H:21]2[CH2:26][CH2:25][C@H:24]([O:27][CH:28]([CH3:29])[CH:30]([OH:31])[CH2:32][F:60])[CH2:23][CH2:22]2)[C:12]2[N:13]([N:18]=[CH:19][N:20]=2)[C:14]=1[CH2:15][CH2:16][CH3:17]. The yield is 0.510. (7) The reactants are P([O-])([O-])([O-])=[O:2].[CH2:6]1[CH2:10][O:9][CH2:8][CH2:7]1.C(#N)C.[N+](C1C=CC(COC(C2N3[C@H](SC=2)C(C(OC(=O)C)[C:34]2C=[C:40]4[N:36]([CH2:37][C:38]([CH3:43])([CH3:42])[CH2:39]4)[N:35]=2)(Br)C3=O)=O)=CC=1)([O-])=O. The catalyst is [Zn].C(OCC)(=O)C. The product is [CH2:10]([O:9][C:8]([C:7]1[CH:34]=[N:35][N:36]2[CH2:37][C:38]([CH3:43])([CH3:42])[CH2:39][C:40]=12)=[O:2])[CH3:6]. The yield is 0.428. (8) The reactants are [C:1]([O:5][C:6]([N:8](C)[C@H:9]([CH2:16][O:17][Si:18]([C:21]([CH3:24])([CH3:23])[CH3:22])([CH3:20])[CH3:19])[CH2:10][CH2:11][C:12](OC)=O)=[O:7])([CH3:4])([CH3:3])[CH3:2].N1C=CC=CC=1.[C:32](Cl)(=[O:34])[CH3:33].C1C[O:39]CC1. No catalyst specified. The product is [C:32]([O:34][CH2:12][CH2:11][CH2:10][C@H:9]([NH:8][C:6]([O:5][C:1]([CH3:2])([CH3:4])[CH3:3])=[O:7])[CH2:16][O:17][Si:18]([C:21]([CH3:22])([CH3:23])[CH3:24])([CH3:19])[CH3:20])(=[O:39])[CH3:33]. The yield is 0.950. (9) The reactants are COC(C1C=C(O)C2C(=C(OC)C=C(Br)C=2)N=1)=O.C[O:20][C:21]([C:23]1[CH:32]=[C:31]([OH:33])[C:30]2[C:25](=[C:26]([O:36]C)[C:27]([Cl:35])=[CH:28][C:29]=2[Cl:34])[N:24]=1)=[O:22]. No catalyst specified. The product is [OH:33][C:31]1[C:30]2[C:25](=[C:26]([OH:36])[C:27]([Cl:35])=[CH:28][C:29]=2[Cl:34])[N:24]=[C:23]([C:21]([OH:22])=[O:20])[CH:32]=1. The yield is 0.820. (10) The reactants are [Cl:1][C:2]1[CH:7]=[C:6]([O:8][C:9]2[CH:14]=[C:13]([F:15])[C:12]([N+:16]([O-])=O)=[CH:11][C:10]=2[Cl:19])[CH:5]=[CH:4][N:3]=1.[Cl-].[NH4+]. The catalyst is CO.C1COCC1.[Zn]. The yield is 0.880. The product is [Cl:19][C:10]1[C:9]([O:8][C:6]2[CH:5]=[CH:4][N:3]=[C:2]([Cl:1])[CH:7]=2)=[CH:14][C:13]([F:15])=[C:12]([NH2:16])[CH:11]=1.